This data is from Full USPTO retrosynthesis dataset with 1.9M reactions from patents (1976-2016). The task is: Predict the reactants needed to synthesize the given product. (1) Given the product [CH3:40][O:41][C:42](=[O:51])[C:43]1[CH:48]=[CH:47][C:46]([CH2:49][NH:50][C:29]([N:9]2[CH2:10][C@@H:11]([CH2:23][C:24]([CH3:25])([CH3:27])[CH3:26])[C@@:12]([C:15]3[CH:20]=[CH:19][C:18]([Cl:21])=[CH:17][C:16]=3[F:22])([C:13]#[N:14])[C@H:8]2[C:4]2[CH:5]=[CH:6][CH:7]=[C:2]([Cl:1])[C:3]=2[F:28])=[O:30])=[CH:45][CH:44]=1, predict the reactants needed to synthesize it. The reactants are: [Cl:1][C:2]1[C:3]([F:28])=[C:4]([CH:8]2[C:12]([C:15]3[CH:20]=[CH:19][C:18]([Cl:21])=[CH:17][C:16]=3[F:22])([C:13]#[N:14])[CH:11]([CH2:23][C:24]([CH3:27])([CH3:26])[CH3:25])[CH2:10][NH:9]2)[CH:5]=[CH:6][CH:7]=1.[C:29](Cl)(Cl)=[O:30].C(N(CC)CC)C.[CH3:40][O:41][C:42](=[O:51])[C:43]1[CH:48]=[CH:47][C:46]([CH2:49][NH2:50])=[CH:45][CH:44]=1. (2) Given the product [Cl:20][C:6]1[CH:5]=[N:4][CH:3]=[C:2]([Cl:1])[C:7]=1[S:8][C:9]1[S:13][C:12]([C:14]([NH:26][CH2:25][C:24]2[CH:27]=[CH:28][CH:29]=[C:30]([O:31][CH3:32])[C:23]=2[O:22][CH3:21])=[O:16])=[CH:11][C:10]=1[N+:17]([O-:19])=[O:18], predict the reactants needed to synthesize it. The reactants are: [Cl:1][C:2]1[CH:3]=[N:4][CH:5]=[C:6]([Cl:20])[C:7]=1[S:8][C:9]1[S:13][C:12]([C:14]([OH:16])=O)=[CH:11][C:10]=1[N+:17]([O-:19])=[O:18].[CH3:21][O:22][C:23]1[C:30]([O:31][CH3:32])=[CH:29][CH:28]=[CH:27][C:24]=1[CH2:25][NH2:26]. (3) Given the product [ClH:3].[CH2:22]([N:21]([CH2:25][CH2:26][CH3:27])[CH2:20][CH2:19][N:16]1[CH2:17][CH2:18][N:13]([S:10]([C:7]2[CH:6]=[CH:5][C:4]([C:37]3[C:36]4[C:31](=[CH:32][C:33]([C:38]#[N:39])=[CH:34][CH:35]=4)[NH:30][C:29]=3[OH:28])=[N:9][CH:8]=2)(=[O:12])=[O:11])[CH2:14][CH2:15]1)[CH2:23][CH3:24], predict the reactants needed to synthesize it. The reactants are: [H-].[Na+].[Cl:3][C:4]1[N:9]=[CH:8][C:7]([S:10]([N:13]2[CH2:18][CH2:17][N:16]([CH2:19][CH2:20][N:21]([CH2:25][CH2:26][CH3:27])[CH2:22][CH2:23][CH3:24])[CH2:15][CH2:14]2)(=[O:12])=[O:11])=[CH:6][CH:5]=1.[O:28]=[C:29]1[CH2:37][C:36]2[C:31](=[CH:32][C:33]([C:38]#[N:39])=[CH:34][CH:35]=2)[NH:30]1.C(=O)([O-])O.[Na+]. (4) Given the product [Br:1][C:2]1[C:3]([Cl:12])=[N:4][CH:5]=[C:6]([CH:11]=1)[C:7]([NH:9]/[N:10]=[C:20](/[C:18]1[CH:19]=[C:14]([Cl:13])[CH:15]=[CH:16][C:17]=1[OH:23])\[CH3:21])=[O:8], predict the reactants needed to synthesize it. The reactants are: [Br:1][C:2]1[C:3]([Cl:12])=[N:4][CH:5]=[C:6]([CH:11]=1)[C:7]([NH:9][NH2:10])=[O:8].[Cl:13][C:14]1[CH:15]=[CH:16][C:17]([OH:23])=[C:18]([C:20](=O)[CH3:21])[CH:19]=1. (5) The reactants are: Cl.[CH3:2][O:3][NH:4][CH3:5].[CH3:6][C:7]([O:10][C:11]([NH:13][C@H:14]([C:18]([OH:20])=O)[CH:15]([CH3:17])[CH3:16])=[O:12])([CH3:9])[CH3:8].CN(C(ON1N=NC2C=CC=CC1=2)=[N+](C)C)C.[B-](F)(F)(F)F.O. Given the product [CH3:9][C:7]([O:10][C:11]([NH:13][C@H:14]([C:18]([N:4]([CH3:5])[O:3][CH3:2])=[O:20])[CH:15]([CH3:16])[CH3:17])=[O:12])([CH3:6])[CH3:8], predict the reactants needed to synthesize it.